From a dataset of Forward reaction prediction with 1.9M reactions from USPTO patents (1976-2016). Predict the product of the given reaction. (1) Given the reactants [NH2:1][C:2]1[N:7]=[C:6]([N:8]2[CH2:13][CH2:12][CH:11]([OH:14])[CH2:10][CH2:9]2)[CH:5]=[CH:4][C:3]=1[N+:15]([O-])=O, predict the reaction product. The product is: [NH2:15][C:3]1[CH:4]=[CH:5][C:6]([N:8]2[CH2:13][CH2:12][CH:11]([OH:14])[CH2:10][CH2:9]2)=[N:7][C:2]=1[NH2:1]. (2) Given the reactants O.O.O.[F-].C([N+](CCCC)(CCCC)CCCC)CCC.[N+:22]([CH3:25])([O-:24])=[O:23].[CH2:26]([O:28][C:29](=[O:45])[CH:30]=[C:31]1[CH2:36][CH2:35][C:34]([N:42]([CH3:44])[CH3:43])([C:37]2[S:38][CH:39]=[CH:40][CH:41]=2)[CH2:33][CH2:32]1)[CH3:27], predict the reaction product. The product is: [CH2:26]([O:28][C:29](=[O:45])[CH2:30][C:31]1([CH2:25][N+:22]([O-:24])=[O:23])[CH2:36][CH2:35][C:34]([N:42]([CH3:43])[CH3:44])([C:37]2[S:38][CH:39]=[CH:40][CH:41]=2)[CH2:33][CH2:32]1)[CH3:27]. (3) Given the reactants [CH2:1]1[CH:5]2[CH:6]3[CH:10]=CC([CH:4]2[CH:3]=[CH:2]1)C3.[CH2:11]=[O:12].[NH2:13]C1C=CC=CC=1, predict the reaction product. The product is: [O:12]1[C:11]2[CH:1]=[CH:2][CH:3]=[CH:4][C:5]=2[CH2:6][CH2:10][NH:13]1. (4) Given the reactants C[O:2][C:3](=[O:22])[C:4]1[CH:9]=[CH:8][C:7]([O:10][CH:11]2[CH2:16][CH2:15][N:14]([C:17]([CH:19]3[CH2:21][CH2:20]3)=[O:18])[CH2:13][CH2:12]2)=[CH:6][CH:5]=1.[OH-].[Na+], predict the reaction product. The product is: [CH:19]1([C:17]([N:14]2[CH2:13][CH2:12][CH:11]([O:10][C:7]3[CH:6]=[CH:5][C:4]([C:3]([OH:22])=[O:2])=[CH:9][CH:8]=3)[CH2:16][CH2:15]2)=[O:18])[CH2:21][CH2:20]1. (5) Given the reactants [O:1]([C:8]1[CH:13]=[CH:12][C:11]([C:14]2[C:19]3=[N:20][S:21](=[O:25])(=[O:24])[CH2:22][CH2:23][N:18]3[CH:17]=[CH:16][N:15]=2)=[CH:10][CH:9]=1)[C:2]1[CH:7]=[CH:6][CH:5]=[CH:4][CH:3]=1, predict the reaction product. The product is: [O:1]([C:8]1[CH:13]=[CH:12][C:11]([CH:14]2[C:19]3=[N:20][S:21](=[O:25])(=[O:24])[CH2:22][CH2:23][N:18]3[CH2:17][CH2:16][NH:15]2)=[CH:10][CH:9]=1)[C:2]1[CH:3]=[CH:4][CH:5]=[CH:6][CH:7]=1. (6) Given the reactants [CH2:1]1[O:13][C:4]2([CH2:9][CH2:8][CH:7]([C:10]([CH3:12])=[CH2:11])[CH2:6][CH2:5]2)[O:3][CH2:2]1.I[CH2:15]I.II, predict the reaction product. The product is: [CH2:2]1[O:3][C:4]2([CH2:9][CH2:8][CH:7]([C:10]3([CH3:15])[CH2:12][CH2:11]3)[CH2:6][CH2:5]2)[O:13][CH2:1]1. (7) Given the reactants [Br:1][C:2]1[CH:3]=[N:4][C:5]2[N:6]([N:8]=[C:9]([C:11]([OH:13])=O)[CH:10]=2)[CH:7]=1.[F:14][C:15]1[CH:24]=[CH:23][CH:22]=[C:21]2[C:16]=1[CH2:17][CH2:18][NH:19][CH:20]2[C:25]([F:28])([F:27])[F:26], predict the reaction product. The product is: [Br:1][C:2]1[CH:3]=[N:4][C:5]2[N:6]([N:8]=[C:9]([C:11]([N:19]3[CH2:18][CH2:17][C:16]4[C:21](=[CH:22][CH:23]=[CH:24][C:15]=4[F:14])[CH:20]3[C:25]([F:26])([F:27])[F:28])=[O:13])[CH:10]=2)[CH:7]=1.